Dataset: Forward reaction prediction with 1.9M reactions from USPTO patents (1976-2016). Task: Predict the product of the given reaction. (1) Given the reactants [C@H:1]12[CH2:6][C@H:5]1[CH2:4][C@@H:3]([CH2:7][NH:8][C:9]([C:11]1[C:20]3[O:19][CH2:18][CH2:17][O:16][C:15]=3[CH:14]=[CH:13][CH:12]=1)=[O:10])[NH:2]2.[NH2:21][C:22]1[S:23][CH:24]=[C:25]([C:27]2[CH:35]=[CH:34][CH:33]=[CH:32][C:28]=2[C:29](O)=[O:30])[N:26]=1, predict the reaction product. The product is: [NH2:21][C:22]1[S:23][CH:24]=[C:25]([C:27]2[CH:35]=[CH:34][CH:33]=[CH:32][C:28]=2[C:29]([N:2]2[C@H:3]([CH2:7][NH:8][C:9]([C:11]3[C:20]4[O:19][CH2:18][CH2:17][O:16][C:15]=4[CH:14]=[CH:13][CH:12]=3)=[O:10])[CH2:4][C@H:5]3[C@@H:1]2[CH2:6]3)=[O:30])[N:26]=1. (2) Given the reactants [C:1]([O:5][C:6](=[O:19])[NH:7][C:8]1[CH:13]=[C:12]([F:14])[C:11]([Cl:15])=[CH:10][C:9]=1[N+:16]([O-])=O)([CH3:4])([CH3:3])[CH3:2], predict the reaction product. The product is: [C:1]([O:5][C:6](=[O:19])[NH:7][C:8]1[CH:13]=[C:12]([F:14])[C:11]([Cl:15])=[CH:10][C:9]=1[NH2:16])([CH3:4])([CH3:2])[CH3:3]. (3) Given the reactants [F:1][C:2]([F:18])([F:17])[CH2:3][O:4][C:5]1[CH:10]=[CH:9][C:8]([N:11]2[CH2:16][CH2:15][NH:14][CH2:13][CH2:12]2)=[CH:7][CH:6]=1.C(N(CC)CC)C.[CH3:26][S:27](Cl)(=[O:29])=[O:28], predict the reaction product. The product is: [CH3:26][S:27]([N:14]1[CH2:15][CH2:16][N:11]([C:8]2[CH:7]=[CH:6][C:5]([O:4][CH2:3][C:2]([F:1])([F:17])[F:18])=[CH:10][CH:9]=2)[CH2:12][CH2:13]1)(=[O:29])=[O:28]. (4) Given the reactants [C:1]([O:5][C:6]([NH:8][C@@H:9]([CH:13]1[CH2:18][CH2:17][O:16][CH2:15][CH2:14]1)[C:10]([OH:12])=O)=[O:7])([CH3:4])([CH3:3])[CH3:2].C(N(C(C)C)CC)(C)C.F[P-](F)(F)(F)(F)F.CN(C)C(F)=[N+](C)C.[NH:43]1[C:47]2=[N:48][CH:49]=[CH:50][CH:51]=[C:46]2[CH2:45][C@H:44]1[C:52]([O:54][CH2:55][CH3:56])=[O:53], predict the reaction product. The product is: [C:1]([O:5][C:6]([NH:8][C@@H:9]([CH:13]1[CH2:18][CH2:17][O:16][CH2:15][CH2:14]1)[C:10]([N:43]1[C:47]2=[N:48][CH:49]=[CH:50][CH:51]=[C:46]2[CH2:45][C@H:44]1[C:52]([O:54][CH2:55][CH3:56])=[O:53])=[O:12])=[O:7])([CH3:2])([CH3:3])[CH3:4]. (5) The product is: [CH3:13][C:14]1[CH:18]=[C:17]([CH3:19])[NH:16][C:15]=1/[CH:20]=[C:21]1\[C:22](=[O:30])[N:23]([C:7]([Cl:10])=[O:6])[C:24]2[C:29]\1=[CH:28][CH:27]=[CH:26][CH:25]=2. Given the reactants ClC(Cl)(OC(=O)[O:6][C:7]([Cl:10])(Cl)Cl)Cl.[CH3:13][C:14]1[CH:18]=[C:17]([CH3:19])[NH:16][C:15]=1/[CH:20]=[C:21]1\[C:22](=[O:30])[NH:23][C:24]2[C:29]\1=[CH:28][CH:27]=[CH:26][CH:25]=2, predict the reaction product. (6) Given the reactants [C:1]([O:5][C:6]([N:8]1[CH2:13][CH2:12][CH:11]([O:14][CH2:15][C:16](=O)[NH2:17])[CH2:10][CH2:9]1)=[O:7])([CH3:4])([CH3:3])[CH3:2].COC1C=CC(P2(SP(C3C=CC(OC)=CC=3)(=S)S2)=[S:28])=CC=1, predict the reaction product. The product is: [C:1]([O:5][C:6]([N:8]1[CH2:13][CH2:12][CH:11]([O:14][CH2:15][C:16](=[S:28])[NH2:17])[CH2:10][CH2:9]1)=[O:7])([CH3:4])([CH3:3])[CH3:2]. (7) Given the reactants C(OC(=O)C[O:8][C:9]1[C:18]2[CH2:17][CH2:16][CH2:15][C:14](=[O:19])[C:13]=2[CH:12]=[C:11](C2C=CC=CC=2)[CH:10]=1)(C)(C)C.C(N(C(C)C)CC)(C)C.[F:36][C:37]([F:50])([F:49])[S:38]([O:41]S(C(F)(F)F)(=O)=O)(=[O:40])=[O:39], predict the reaction product. The product is: [O:19]=[C:14]1[C:13]2[CH:12]=[C:11]([O:41][S:38]([C:37]([F:50])([F:49])[F:36])(=[O:39])=[O:40])[CH:10]=[C:9]([O:8][S:38]([C:37]([F:50])([F:49])[F:36])(=[O:40])=[O:39])[C:18]=2[CH2:17][CH2:16][CH2:15]1. (8) Given the reactants [NH2:1][C:2]1[C:10]2[C:5](=[N:6][CH:7]=[CH:8][C:9]=2OS(C(F)(F)F)(=O)=O)[S:4][C:3]=1[C:19](=[O:21])[NH2:20].[CH2:22]([N:29]1[CH2:34][CH2:33][NH:32][CH2:31][CH2:30]1)[C:23]1[CH:28]=[CH:27][CH:26]=[CH:25][CH:24]=1, predict the reaction product. The product is: [NH2:1][C:2]1[C:10]2[C:5](=[N:6][CH:7]=[CH:8][C:9]=2[N:32]2[CH2:33][CH2:34][N:29]([CH2:22][C:23]3[CH:24]=[CH:25][CH:26]=[CH:27][CH:28]=3)[CH2:30][CH2:31]2)[S:4][C:3]=1[C:19]([NH2:20])=[O:21].